This data is from NCI-60 drug combinations with 297,098 pairs across 59 cell lines. The task is: Regression. Given two drug SMILES strings and cell line genomic features, predict the synergy score measuring deviation from expected non-interaction effect. (1) Drug 1: CNC(=O)C1=CC=CC=C1SC2=CC3=C(C=C2)C(=NN3)C=CC4=CC=CC=N4. Drug 2: CC1=C2C(C(=O)C3(C(CC4C(C3C(C(C2(C)C)(CC1OC(=O)C(C(C5=CC=CC=C5)NC(=O)C6=CC=CC=C6)O)O)OC(=O)C7=CC=CC=C7)(CO4)OC(=O)C)O)C)OC(=O)C. Cell line: A498. Synergy scores: CSS=26.8, Synergy_ZIP=-5.18, Synergy_Bliss=7.72, Synergy_Loewe=0.141, Synergy_HSA=8.76. (2) Drug 1: CC1=C(C=C(C=C1)NC(=O)C2=CC=C(C=C2)CN3CCN(CC3)C)NC4=NC=CC(=N4)C5=CN=CC=C5. Drug 2: C1=NC2=C(N1)C(=S)N=CN2. Cell line: IGROV1. Synergy scores: CSS=19.3, Synergy_ZIP=-4.90, Synergy_Bliss=2.05, Synergy_Loewe=-8.05, Synergy_HSA=2.72. (3) Drug 1: C1CCC(C1)C(CC#N)N2C=C(C=N2)C3=C4C=CNC4=NC=N3. Drug 2: CN(C(=O)NC(C=O)C(C(C(CO)O)O)O)N=O. Cell line: OVCAR-5. Synergy scores: CSS=-9.40, Synergy_ZIP=1.56, Synergy_Bliss=-7.09, Synergy_Loewe=-11.4, Synergy_HSA=-11.2. (4) Drug 1: CCCS(=O)(=O)NC1=C(C(=C(C=C1)F)C(=O)C2=CNC3=C2C=C(C=N3)C4=CC=C(C=C4)Cl)F. Drug 2: C1=NNC2=C1C(=O)NC=N2. Cell line: NCI/ADR-RES. Synergy scores: CSS=3.24, Synergy_ZIP=0.332, Synergy_Bliss=3.77, Synergy_Loewe=2.30, Synergy_HSA=2.02. (5) Drug 1: CC1=CC2C(CCC3(C2CCC3(C(=O)C)OC(=O)C)C)C4(C1=CC(=O)CC4)C. Drug 2: C1=CN(C(=O)N=C1N)C2C(C(C(O2)CO)O)O.Cl. Cell line: BT-549. Synergy scores: CSS=27.2, Synergy_ZIP=-8.30, Synergy_Bliss=-2.03, Synergy_Loewe=-67.4, Synergy_HSA=-3.98. (6) Drug 1: C1CCC(C1)C(CC#N)N2C=C(C=N2)C3=C4C=CNC4=NC=N3. Drug 2: C(CN)CNCCSP(=O)(O)O. Cell line: MDA-MB-435. Synergy scores: CSS=-7.43, Synergy_ZIP=2.54, Synergy_Bliss=-3.50, Synergy_Loewe=-8.81, Synergy_HSA=-9.55. (7) Synergy scores: CSS=16.3, Synergy_ZIP=-7.82, Synergy_Bliss=-3.49, Synergy_Loewe=-24.0, Synergy_HSA=-4.86. Drug 1: CC1=C(N=C(N=C1N)C(CC(=O)N)NCC(C(=O)N)N)C(=O)NC(C(C2=CN=CN2)OC3C(C(C(C(O3)CO)O)O)OC4C(C(C(C(O4)CO)O)OC(=O)N)O)C(=O)NC(C)C(C(C)C(=O)NC(C(C)O)C(=O)NCCC5=NC(=CS5)C6=NC(=CS6)C(=O)NCCC[S+](C)C)O. Drug 2: C1CNP(=O)(OC1)N(CCCl)CCCl. Cell line: COLO 205. (8) Drug 1: CN(C(=O)NC(C=O)C(C(C(CO)O)O)O)N=O. Drug 2: CC1CCCC2(C(O2)CC(NC(=O)CC(C(C(=O)C(C1O)C)(C)C)O)C(=CC3=CSC(=N3)C)C)C. Synergy scores: CSS=40.9, Synergy_ZIP=3.84, Synergy_Bliss=0.265, Synergy_Loewe=-27.7, Synergy_HSA=-0.744. Cell line: NCI-H522.